Dataset: Reaction yield outcomes from USPTO patents with 853,638 reactions. Task: Predict the reaction yield, written as a fraction of the theoretical maximum amount of product (1.0 means a 100% yield; for example, 0.34 means a 34% yield). (1) The reactants are C[Si]([C:5]#[C:6][C:7]1[CH:12]=[CH:11][C:10]([C:13]2[CH:18]=[CH:17][CH:16]=[CH:15][N:14]=2)=[CH:9][CH:8]=1)(C)C.[F-].C([N+](CCCC)(CCCC)CCCC)CCC.[OH-].[K+].CO.ClCCl. The catalyst is O1CCCC1. The product is [C:6]([C:7]1[CH:12]=[CH:11][C:10]([C:13]2[CH:18]=[CH:17][CH:16]=[CH:15][N:14]=2)=[CH:9][CH:8]=1)#[CH:5]. The yield is 0.800. (2) The reactants are Br[C:2]1[CH:7]=[CH:6][C:5]([C:8]2[CH:13]=[CH:12][C:11]([O:14][CH2:15][CH2:16][CH2:17][CH2:18][CH2:19][CH2:20][CH2:21][CH3:22])=[CH:10][CH:9]=2)=[CH:4][CH:3]=1.[B:23](OC)([O:26]C)[O:24]C.Cl. The catalyst is CCCCCC.C1COCC1. The product is [CH2:15]([O:14][C:11]1[CH:12]=[CH:13][C:8]([C:5]2[CH:6]=[CH:7][C:2]([B:23]([OH:26])[OH:24])=[CH:3][CH:4]=2)=[CH:9][CH:10]=1)[CH2:16][CH2:17][CH2:18][CH2:19][CH2:20][CH2:21][CH3:22]. The yield is 0.730.